From a dataset of Forward reaction prediction with 1.9M reactions from USPTO patents (1976-2016). Predict the product of the given reaction. (1) Given the reactants [F:1][CH2:2][C@@H:3]1[C@@H:7]([C:8]2[CH:13]=[CH:12][C:11]([C:14]3[O:18][N:17]=[C:16]([CH2:19]OS(C)(=O)=O)[CH:15]=3)=[CH:10][CH:9]=2)[O:6][C:5]([CH3:26])([CH3:25])[N:4]1[C:27]([O:29][C:30]([CH3:33])([CH3:32])[CH3:31])=[O:28].[CH3:34][S:35]([O-:37])=[O:36].[Na+].C1OCCOCCOCCOCCOCCOC1, predict the reaction product. The product is: [F:1][CH2:2][C@@H:3]1[C@@H:7]([C:8]2[CH:9]=[CH:10][C:11]([C:14]3[O:18][N:17]=[C:16]([CH2:19][S:35]([CH3:34])(=[O:37])=[O:36])[CH:15]=3)=[CH:12][CH:13]=2)[O:6][C:5]([CH3:25])([CH3:26])[N:4]1[C:27]([O:29][C:30]([CH3:32])([CH3:31])[CH3:33])=[O:28]. (2) Given the reactants [Cl-].[CH3:2][O:3][CH2:4][P+](C1C=CC=CC=1)(C1C=CC=CC=1)C1C=CC=CC=1.C([Li])CCC.[CH3:29][C:30]1[C:34]([CH:35]=O)=[C:33]([CH3:37])[N:32]([C:38]2[CH:43]=[CH:42][CH:41]=[CH:40][CH:39]=2)[N:31]=1, predict the reaction product. The product is: [CH3:2][O:3][CH:4]=[CH:35][C:34]1[C:30]([CH3:29])=[N:31][N:32]([C:38]2[CH:43]=[CH:42][CH:41]=[CH:40][CH:39]=2)[C:33]=1[CH3:37]. (3) The product is: [Br:1][C:2]1[CH:3]=[C:4]([CH:16]=[CH:17][C:18]=1[Cl:19])[C:5]([N:7]([C:9]1[CH:14]=[CH:13][CH:12]=[CH:11][C:10]=1[O:23][CH2:20][CH2:5][N:7]([CH3:9])[CH3:8])[CH3:8])=[O:6]. Given the reactants [Br:1][C:2]1[CH:3]=[C:4]([CH:16]=[CH:17][C:18]=1[Cl:19])[C:5]([N:7]([C:9]1[CH:14]=[CH:13][CH:12]=[CH:11][C:10]=1O)[CH3:8])=[O:6].[C:20]([O-:23])([O-])=O.[K+].[K+], predict the reaction product. (4) Given the reactants [F:1][C:2]([F:17])([F:16])[CH2:3][CH2:4][CH2:5][O:6][C:7]1[CH:15]=[CH:14][C:10]([C:11]([OH:13])=O)=[CH:9][CH:8]=1.Cl.[NH2:19][CH:20]([CH2:24][C:25]1[CH:30]=[CH:29][C:28]([O:31][C:32]([F:35])([F:34])[F:33])=[CH:27][CH:26]=1)[C:21]([OH:23])=[O:22], predict the reaction product. The product is: [F:16][C:2]([F:1])([F:17])[CH2:3][CH2:4][CH2:5][O:6][C:7]1[CH:8]=[CH:9][C:10]([C:11]([NH:19][CH:20]([CH2:24][C:25]2[CH:26]=[CH:27][C:28]([O:31][C:32]([F:33])([F:34])[F:35])=[CH:29][CH:30]=2)[C:21]([OH:23])=[O:22])=[O:13])=[CH:14][CH:15]=1. (5) Given the reactants [NH:1]1[CH2:6][CH2:5][C:4](=[O:7])[CH2:3][CH2:2]1.[CH2:8]([N:10]([CH2:13][CH3:14])[CH2:11]C)[CH3:9].CN(C=[O:19])C, predict the reaction product. The product is: [CH2:8]([N:10]([CH2:13][CH3:14])[C:11]([N:1]1[CH2:6][CH2:5][C:4](=[O:7])[CH2:3][CH2:2]1)=[O:19])[CH3:9]. (6) Given the reactants [Cl:1][C:2]1[N:7]=[C:6]([NH:8][C:9]2[CH:10]=[C:11]([NH:15][C:16](=[O:27])[CH2:17][C:18]3[CH:23]=[CH:22][CH:21]=[C:20]([N+:24]([O-])=O)[CH:19]=3)[CH:12]=[CH:13][CH:14]=2)[C:5]([Cl:28])=[CH:4][N:3]=1, predict the reaction product. The product is: [NH2:24][C:20]1[CH:19]=[C:18]([CH2:17][C:16]([NH:15][C:11]2[CH:12]=[CH:13][CH:14]=[C:9]([NH:8][C:6]3[C:5]([Cl:28])=[CH:4][N:3]=[C:2]([Cl:1])[N:7]=3)[CH:10]=2)=[O:27])[CH:23]=[CH:22][CH:21]=1.